Dataset: Catalyst prediction with 721,799 reactions and 888 catalyst types from USPTO. Task: Predict which catalyst facilitates the given reaction. Reactant: Br[C:2]1[CH:3]=[CH:4][CH:5]=[C:6]2[C:10]=1[C:9](=[O:11])[CH2:8][CH2:7]2.[CH3:12][N:13](C=O)C. Product: [O:11]=[C:9]1[C:10]2[C:2]([C:12]#[N:13])=[CH:3][CH:4]=[CH:5][C:6]=2[CH2:7][CH2:8]1. The catalyst class is: 380.